Dataset: Forward reaction prediction with 1.9M reactions from USPTO patents (1976-2016). Task: Predict the product of the given reaction. (1) Given the reactants Br[C:2]1[CH:7]=[CH:6][C:5]([N:8]2[CH2:32][CH2:31][CH2:30][C@@:10]3([C:14](=[O:15])[N:13]([C@H:16]4[CH2:21][CH2:20][C@@H:19]([O:22][Si](C(C)(C)C)(C)C)[CH2:18][CH2:17]4)[CH2:12][CH2:11]3)[CH2:9]2)=[C:4]([Cl:33])[CH:3]=1.ClCCl.C(=O)([O-])[O-].[K+].[K+].[CH2:43]([NH:45][C:46]([C:48]1[CH:53]=[CH:52][C:51](B2OC(C)(C)C(C)(C)O2)=[CH:50][N:49]=1)=[O:47])[CH3:44], predict the reaction product. The product is: [Cl:33][C:4]1[CH:3]=[C:2]([C:51]2[CH:52]=[CH:53][C:48]([C:46]([NH:45][CH2:43][CH3:44])=[O:47])=[N:49][CH:50]=2)[CH:7]=[CH:6][C:5]=1[N:8]1[CH2:32][CH2:31][CH2:30][C@@:10]2([C:14](=[O:15])[N:13]([C@H:16]3[CH2:21][CH2:20][C@@H:19]([OH:22])[CH2:18][CH2:17]3)[CH2:12][CH2:11]2)[CH2:9]1. (2) Given the reactants [Br:1][C:2]1[CH:3]=[C:4]([CH:8]([NH2:11])[CH2:9][NH2:10])[CH:5]=[CH:6][CH:7]=1.[OH-].[K+].[CH:14]1[C:27]2[C:26](=O)[C:25](=O)[C:24]3[C:19](=[CH:20][CH:21]=[CH:22][CH:23]=3)[C:18]=2[CH:17]=[CH:16][CH:15]=1, predict the reaction product. The product is: [Br:1][C:2]1[CH:3]=[C:4]([C:8]2[CH:9]=[N:10][C:26]3[C:25](=[C:24]4[CH:23]=[CH:22][CH:21]=[CH:20][C:19]4=[C:18]4[CH:17]=[CH:16][CH:15]=[CH:14][C:27]4=3)[N:11]=2)[CH:5]=[CH:6][CH:7]=1.